This data is from CYP2C19 inhibition data for predicting drug metabolism from PubChem BioAssay. The task is: Regression/Classification. Given a drug SMILES string, predict its absorption, distribution, metabolism, or excretion properties. Task type varies by dataset: regression for continuous measurements (e.g., permeability, clearance, half-life) or binary classification for categorical outcomes (e.g., BBB penetration, CYP inhibition). Dataset: cyp2c19_veith. The drug is N=C(N)SCCc1ccc(CCSC(=N)N)cc1. The result is 0 (non-inhibitor).